Dataset: Forward reaction prediction with 1.9M reactions from USPTO patents (1976-2016). Task: Predict the product of the given reaction. (1) Given the reactants Br[C:2]1[CH:10]=[C:9]2[C:5]([CH:6]=[N:7][N:8]2[CH2:11][O:12][CH2:13][CH2:14][Si:15]([CH3:18])([CH3:17])[CH3:16])=[CH:4][CH:3]=1.[CH:19]1(B(O)O)[CH2:21][CH2:20]1.[O-]P([O-])([O-])=O.[K+].[K+].[K+].C1(C)C=CC=CC=1, predict the reaction product. The product is: [CH:19]1([C:2]2[CH:10]=[C:9]3[C:5]([CH:6]=[N:7][N:8]3[CH2:11][O:12][CH2:13][CH2:14][Si:15]([CH3:18])([CH3:17])[CH3:16])=[CH:4][CH:3]=2)[CH2:21][CH2:20]1. (2) Given the reactants [Cl:1][C:2]1[N:11]=[C:10](Cl)[C:9]2[N:8]([CH3:13])[C:7](=[O:14])[C:6]3([CH3:19])[CH2:15][O:16][CH2:17][CH2:18][N:5]3[C:4]=2[N:3]=1.C(N(CC)CC)C.[NH:27]1[CH2:32][CH2:31][O:30][CH2:29][CH2:28]1, predict the reaction product. The product is: [Cl:1][C:2]1[N:11]=[C:10]([N:27]2[CH2:32][CH2:31][O:30][CH2:29][CH2:28]2)[C:9]2[N:8]([CH3:13])[C:7](=[O:14])[C:6]3([CH3:19])[CH2:15][O:16][CH2:17][CH2:18][N:5]3[C:4]=2[N:3]=1. (3) Given the reactants Br[C:2]1[CH:3]=[C:4]([CH:8]=[CH:9][C:10]2[CH:15]=[CH:14][C:13]([O:16][CH2:17][C:18]([O:20]CC)=[O:19])=[C:12]([CH3:23])[CH:11]=2)[CH:5]=[CH:6][CH:7]=1.C([O-])([O-])=O.[Na+].[Na+].[F:30][C:31]([F:42])([F:41])[C:32]1[CH:37]=[CH:36][C:35](B(O)O)=[CH:34][CH:33]=1.O, predict the reaction product. The product is: [CH3:23][C:12]1[CH:11]=[C:10]([CH:9]=[CH:8][C:4]2[CH:3]=[C:2]([C:35]3[CH:36]=[CH:37][C:32]([C:31]([F:42])([F:41])[F:30])=[CH:33][CH:34]=3)[CH:7]=[CH:6][CH:5]=2)[CH:15]=[CH:14][C:13]=1[O:16][CH2:17][C:18]([OH:20])=[O:19]. (4) Given the reactants [Cl:1][C:2]1[N:7]=[C:6]([C:8]([OH:10])=O)[C:5]2[C:11]([O:33][CH3:34])=[N:12][N:13]([C:14]([C:27]3[CH:32]=[CH:31][CH:30]=[CH:29][CH:28]=3)([C:21]3[CH:26]=[CH:25][CH:24]=[CH:23][CH:22]=3)[C:15]3[CH:20]=[CH:19][CH:18]=[CH:17][CH:16]=3)[C:4]=2[CH:3]=1.CN(C=O)C.C(Cl)(=O)C([Cl:43])=O, predict the reaction product. The product is: [Cl:1][C:2]1[N:7]=[C:6]([C:8]([Cl:43])=[O:10])[C:5]2[C:11]([O:33][CH3:34])=[N:12][N:13]([C:14]([C:27]3[CH:32]=[CH:31][CH:30]=[CH:29][CH:28]=3)([C:21]3[CH:26]=[CH:25][CH:24]=[CH:23][CH:22]=3)[C:15]3[CH:16]=[CH:17][CH:18]=[CH:19][CH:20]=3)[C:4]=2[CH:3]=1. (5) Given the reactants [F:1][C:2]([F:18])([F:17])[CH2:3][O:4][CH2:5][CH2:6][O:7][C:8]1[N:13]=[CH:12][C:11]([C:14]([OH:16])=O)=[CH:10][CH:9]=1.C(N1C=CN=C1)(N1C=CN=C1)=O.[NH2:31][C:32]1[N:37]=[C:36]([N:38]([CH3:45])[C:39]2[CH:44]=[CH:43][CH:42]=[CH:41][CH:40]=2)[N:35]=[C:34]([C:46](=[NH:49])[NH:47]O)[N:33]=1.NC1N=C(N(C)C2C=CC=C(C)C=2)N=C(C(NO)=N)N=1, predict the reaction product. The product is: [CH3:45][N:38]([C:39]1[CH:44]=[CH:43][CH:42]=[CH:41][CH:40]=1)[C:36]1[N:37]=[C:32]([NH2:31])[N:33]=[C:34]([C:46]2[N:47]=[C:14]([C:11]3[CH:12]=[N:13][C:8]([O:7][CH2:6][CH2:5][O:4][CH2:3][C:2]([F:1])([F:18])[F:17])=[CH:9][CH:10]=3)[O:16][N:49]=2)[N:35]=1. (6) Given the reactants [O:1]=[C:2]1[CH:11]=[C:10]([C:12]([F:15])([F:14])[F:13])[C:9]2[C:4](=[CH:5][CH:6]=[C:7]([S:16](Cl)(=[O:18])=[O:17])[CH:8]=2)[NH:3]1.[NH:20]1[CH2:25][CH2:24][CH2:23][CH2:22][CH2:21]1.CCN(CC)CC, predict the reaction product. The product is: [N:20]1([S:16]([C:7]2[CH:8]=[C:9]3[C:4](=[CH:5][CH:6]=2)[NH:3][C:2](=[O:1])[CH:11]=[C:10]3[C:12]([F:15])([F:14])[F:13])(=[O:18])=[O:17])[CH2:25][CH2:24][CH2:23][CH2:22][CH2:21]1. (7) Given the reactants [N+:1]([C:4]1[CH:5]=[C:6]([CH:10]=[CH:11][C:12]=1[F:13])[C:7](O)=[O:8])([O-:3])=[O:2].C(Cl)(=O)C([Cl:17])=O.CN(C=O)C, predict the reaction product. The product is: [N+:1]([C:4]1[CH:5]=[C:6]([CH:10]=[CH:11][C:12]=1[F:13])[C:7]([Cl:17])=[O:8])([O-:3])=[O:2]. (8) Given the reactants C(OC([N:8]1[CH2:14][CH2:13][C:12]2[C:15]([NH:20][CH2:21][C:22]3[CH:27]=[CH:26][C:25]([C:28](=[O:33])[NH:29][CH:30]([CH3:32])[CH3:31])=[C:24]([F:34])[CH:23]=3)=[C:16]([Cl:19])[CH:17]=[CH:18][C:11]=2[CH2:10][CH2:9]1)=O)(C)(C)C, predict the reaction product. The product is: [Cl:19][C:16]1[CH:17]=[CH:18][C:11]2[CH2:10][CH2:9][NH:8][CH2:14][CH2:13][C:12]=2[C:15]=1[NH:20][CH2:21][C:22]1[CH:27]=[CH:26][C:25]([C:28](=[O:33])[NH:29][CH:30]([CH3:32])[CH3:31])=[C:24]([F:34])[CH:23]=1.